The task is: Regression/Classification. Given a drug SMILES string, predict its toxicity properties. Task type varies by dataset: regression for continuous values (e.g., LD50, hERG inhibition percentage) or binary classification for toxic/non-toxic outcomes (e.g., AMES mutagenicity, cardiotoxicity, hepatotoxicity). Dataset: herg_karim.. This data is from hERG potassium channel inhibition data for cardiac toxicity prediction from Karim et al.. (1) The result is 0 (non-blocker). The drug is O=C(NC1CCCc2c1[nH]c1ccc(Cl)cc21)c1ccccn1. (2) The drug is CC1(C)[C@H](Nc2c(C(N)=O)cnn3cc(-c4cccc(F)c4)cc23)CC[C@]1(C)N. The result is 1 (blocker).